Dataset: Forward reaction prediction with 1.9M reactions from USPTO patents (1976-2016). Task: Predict the product of the given reaction. (1) Given the reactants [O:1]=[C:2]1[CH2:6][CH2:5][CH2:4][N:3]1[C:7]1[CH:12]=[CH:11][C:10]([N:13]([C:22]([O:24]CC(Cl)(Cl)Cl)=O)C(OCC(Cl)(Cl)Cl)=O)=[CH:9][CH:8]=1.[F:30][C:31]1[CH:36]=[CH:35][CH:34]=[CH:33][C:32]=1[C:37]1[N:41]=[C:40]([N:42]2[CH2:47][CH2:46][NH:45][CH2:44][CH2:43]2)[S:39][N:38]=1.C(N(C(C)C)CC)(C)C.CS(C)=O, predict the reaction product. The product is: [F:30][C:31]1[CH:36]=[CH:35][CH:34]=[CH:33][C:32]=1[C:37]1[N:41]=[C:40]([N:42]2[CH2:43][CH2:44][N:45]([C:22]([NH:13][C:10]3[CH:9]=[CH:8][C:7]([N:3]4[CH2:4][CH2:5][CH2:6][C:2]4=[O:1])=[CH:12][CH:11]=3)=[O:24])[CH2:46][CH2:47]2)[S:39][N:38]=1. (2) Given the reactants [NH2:1][C:2]1[CH:7]=[CH:6][C:5]([N:8]2[CH2:12][CH2:11][CH:10]([N:13]([CH3:15])[CH3:14])[CH2:9]2)=[CH:4][CH:3]=1.[C:16]([N:23]1[CH:27]=[CH:26]N=[CH:24]1)(N1C=CN=C1)=[O:17].C(N(CC)CC)C.[Cl:35][C:36]1[CH:37]=[CH:38][C:39]([C:42]2CCNC[CH:47]=2)=[N:40][CH:41]=1, predict the reaction product. The product is: [CH3:14][N:13]([CH3:15])[CH:10]1[CH2:11][CH2:12][N:8]([C:5]2[CH:6]=[CH:7][C:2]([NH:1][C:16]([N:23]3[CH2:24][CH:47]=[C:42]([C:39]4[CH:38]=[CH:37][C:36]([Cl:35])=[CH:41][N:40]=4)[CH2:26][CH2:27]3)=[O:17])=[CH:3][CH:4]=2)[CH2:9]1. (3) Given the reactants C[O:2][C:3]([CH2:5][C:6]1[C:11]([C:12]([OH:14])=[O:13])=[CH:10][N:9]=[C:8]([C:15]2[CH:20]=[CH:19][CH:18]=[CH:17][CH:16]=2)[N:7]=1)=O.Cl.[NH4+:22].[OH-], predict the reaction product. The product is: [C:3]([CH2:5][C:6]1[C:11]([C:12]([OH:14])=[O:13])=[CH:10][N:9]=[C:8]([C:15]2[CH:20]=[CH:19][CH:18]=[CH:17][CH:16]=2)[N:7]=1)(=[O:2])[NH2:22]. (4) Given the reactants [Br:1][C:2]1[CH:3]=[C:4]([SH:9])[CH:5]=[CH:6][C:7]=1[F:8].[OH-].[Na+].I[CH2:13][CH3:14], predict the reaction product. The product is: [Br:1][C:2]1[CH:3]=[C:4]([S:9][CH2:13][CH3:14])[CH:5]=[CH:6][C:7]=1[F:8]. (5) Given the reactants [C:1]([O:5][C:6]([N:8]1[CH2:13][CH2:12][CH2:11][C@@H:10]([C:14]([OH:16])=O)[CH2:9]1)=[O:7])([CH3:4])([CH3:3])[CH3:2].C(N1C=CN=C1)(N1C=CN=C1)=O.C(N(CC)CC)C.Cl.[CH3:37][NH:38][O:39][CH3:40], predict the reaction product. The product is: [CH3:40][O:39][N:38]([CH3:37])[C:14]([C@@H:10]1[CH2:11][CH2:12][CH2:13][N:8]([C:6]([O:5][C:1]([CH3:2])([CH3:3])[CH3:4])=[O:7])[CH2:9]1)=[O:16]. (6) Given the reactants [NH2:1][C@H:2]([C:11]([OH:13])=[O:12])[CH2:3][C:4]1[CH:9]=[CH:8][C:7]([OH:10])=[CH:6][CH:5]=1.C(O[C:17](=[O:19])[CH3:18])C, predict the reaction product. The product is: [C:17]([O:10][C:7]1[CH:6]=[CH:5][C:4]([CH2:3][C@@H:2]([C:11]([OH:13])=[O:12])[NH2:1])=[CH:9][CH:8]=1)(=[O:19])[CH2:18][CH2:11][CH2:2][CH2:3][CH2:4][CH2:5][CH3:6]. (7) Given the reactants [CH3:1][C:2]1[CH:7]=[CH:6][C:5]([C:8]2[N:17]=[C:16]([C:18]([O:20]CC)=[O:19])[C:15]3[C:10](=[CH:11][CH:12]=[CH:13][CH:14]=3)[N:9]=2)=[CH:4][CH:3]=1.[OH-].[Na+], predict the reaction product. The product is: [CH3:1][C:2]1[CH:7]=[CH:6][C:5]([C:8]2[N:17]=[C:16]([C:18]([OH:20])=[O:19])[C:15]3[C:10](=[CH:11][CH:12]=[CH:13][CH:14]=3)[N:9]=2)=[CH:4][CH:3]=1.